This data is from Forward reaction prediction with 1.9M reactions from USPTO patents (1976-2016). The task is: Predict the product of the given reaction. (1) Given the reactants [CH2:1]([C:3]1[CH:8]=[CH:7][C:6]([NH:9][S:10]([C:13]2[CH:18]=[CH:17][CH:16]=[CH:15][CH:14]=2)(=[O:12])=[O:11])=[CH:5][C:4]=1[NH:19][C:20]([CH2:22][C:23]1[CH:30]=[CH:29][C:26]([C:27]#[N:28])=[CH:25][CH:24]=1)=[O:21])[CH3:2].C(O)C.Cl.C(=O)([O-])[O-].[NH4+:39].[NH4+], predict the reaction product. The product is: [CH2:1]([C:3]1[CH:8]=[CH:7][C:6]([NH:9][S:10]([C:13]2[CH:14]=[CH:15][CH:16]=[CH:17][CH:18]=2)(=[O:12])=[O:11])=[CH:5][C:4]=1[NH:19][C:20]([CH2:22][C:23]1[CH:24]=[CH:25][C:26]([C:27]([NH2:39])=[NH:28])=[CH:29][CH:30]=1)=[O:21])[CH3:2]. (2) Given the reactants [CH3:1][N:2]1[C:6]([C:7](=[N:14][O:15][CH2:16][C:17]2[N:22]=[C:21]([N:23]3C(=O)C4C(=CC=CC=4)C3=O)[CH:20]=[CH:19][CH:18]=2)[C:8]2[CH:13]=[CH:12][CH:11]=[CH:10][CH:9]=2)=[CH:5][N:4]=[C:3]1[CH3:34].O.NN, predict the reaction product. The product is: [CH3:1][N:2]1[C:6]([C:7](=[N:14][O:15][CH2:16][C:17]2[N:22]=[C:21]([NH2:23])[CH:20]=[CH:19][CH:18]=2)[C:8]2[CH:9]=[CH:10][CH:11]=[CH:12][CH:13]=2)=[CH:5][N:4]=[C:3]1[CH3:34].